From a dataset of Forward reaction prediction with 1.9M reactions from USPTO patents (1976-2016). Predict the product of the given reaction. (1) Given the reactants [CH3:1][O:2][C:3]([C@@H:5]([N:13]1[CH2:21][C:17]2[CH:18]=[CH:19][S:20][C:16]=2[CH2:15][CH2:14]1)[C:6]1[CH:7]=[CH:8][CH:9]=[CH:10][C:11]=1[Cl:12])=[O:4].C[Si](C)(C)[Br:24], predict the reaction product. The product is: [CH3:1][O:2][C:3]([C@@H:5]([N:13]1[CH2:21][C:17]2[CH:18]=[CH:19][S:20][C:16]=2[CH2:15][CH2:14]1)[C:6]1[C:11]([Cl:12])=[CH:10][CH:9]=[CH:8][CH:7]=1)=[O:4].[BrH:24]. (2) The product is: [F:1][CH:2]([F:27])[O:3][C:4]1[CH:5]=[CH:6][C:7]([C:10]2[CH:11]=[CH:12][C:13]([S:16][CH2:17][C:18]3[CH:19]=[C:20]([C:24]([NH:38][S:35]([C:30]4[CH:31]=[CH:32][CH:33]=[CH:34][C:29]=4[CH3:28])(=[O:36])=[O:37])=[O:25])[O:21][C:22]=3[CH3:23])=[CH:14][CH:15]=2)=[CH:8][CH:9]=1. Given the reactants [F:1][CH:2]([F:27])[O:3][C:4]1[CH:9]=[CH:8][C:7]([C:10]2[CH:15]=[CH:14][C:13]([S:16][CH2:17][C:18]3[CH:19]=[C:20]([C:24](O)=[O:25])[O:21][C:22]=3[CH3:23])=[CH:12][CH:11]=2)=[CH:6][CH:5]=1.[CH3:28][C:29]1[CH:34]=[CH:33][CH:32]=[CH:31][C:30]=1[S:35]([NH2:38])(=[O:37])=[O:36], predict the reaction product. (3) Given the reactants C([O:3][C:4](=[O:34])[CH:5]([C:10]1[CH:11]=[C:12]([C:24]2[CH:29]=[CH:28][C:27]([C:30]([F:33])([F:32])[F:31])=[CH:26][CH:25]=2)[CH:13]=[C:14]([N:16]2[CH2:21][CH2:20][CH2:19][CH2:18][CH:17]2[CH2:22][CH3:23])[CH:15]=1)[CH2:6][CH:7]([CH3:9])[CH3:8])C.[OH-].[Na+], predict the reaction product. The product is: [CH2:22]([CH:17]1[CH2:18][CH2:19][CH2:20][CH2:21][N:16]1[C:14]1[CH:15]=[C:10]([CH:5]([CH2:6][CH:7]([CH3:8])[CH3:9])[C:4]([OH:34])=[O:3])[CH:11]=[C:12]([C:24]2[CH:29]=[CH:28][C:27]([C:30]([F:31])([F:32])[F:33])=[CH:26][CH:25]=2)[CH:13]=1)[CH3:23].